From a dataset of CYP2D6 inhibition data for predicting drug metabolism from PubChem BioAssay. Regression/Classification. Given a drug SMILES string, predict its absorption, distribution, metabolism, or excretion properties. Task type varies by dataset: regression for continuous measurements (e.g., permeability, clearance, half-life) or binary classification for categorical outcomes (e.g., BBB penetration, CYP inhibition). Dataset: cyp2d6_veith. (1) The drug is O=C(Cc1ccc(Cl)cc1)N1CCN(C(=O)c2ccco2)CC1. The result is 0 (non-inhibitor). (2) The compound is CC(C)NC(=O)N1CCCC2(CCN(C(=O)c3ccco3)CC2)C1. The result is 1 (inhibitor).